Task: Predict which catalyst facilitates the given reaction.. Dataset: Catalyst prediction with 721,799 reactions and 888 catalyst types from USPTO (1) Reactant: [Cl:1][C:2]1[N:7]=[N:6][C:5]([NH:8][CH3:9])=[C:4]([C:10]2[CH:15]=[CH:14][CH:13]=[CH:12][C:11]=2[CH3:16])[CH:3]=1.[C:17]([O:21][C:22]([CH2:24][CH2:25][CH2:26][S:27]([C:30]1[CH:31]=[C:32]([CH:36]=[C:37]([C:39](F)(F)F)[CH:38]=1)[C:33](O)=[O:34])(=[O:29])=[O:28])=[O:23])([CH3:20])([CH3:19])[CH3:18]. Product: [C:17]([O:21][C:22](=[O:23])[CH2:24][CH2:25][CH2:26][S:27]([C:30]1[CH:38]=[C:37]([CH3:39])[CH:36]=[C:32]([C:33](=[O:34])[N:8]([C:5]2[N:6]=[N:7][C:2]([Cl:1])=[CH:3][C:4]=2[C:10]2[CH:15]=[CH:14][CH:13]=[CH:12][C:11]=2[CH3:16])[CH3:9])[CH:31]=1)(=[O:29])=[O:28])([CH3:18])([CH3:19])[CH3:20]. The catalyst class is: 644. (2) Reactant: [CH2:1]([N:8]1[CH:12]=[C:11]([CH3:13])[C:10]([CH2:14][OH:15])=[N:9]1)[C:2]1[CH:7]=[CH:6][CH:5]=[CH:4][CH:3]=1.C1C=C[NH+]=CC=1.C1C=C[NH+]=CC=1.[O-][Cr](O[Cr]([O-])(=O)=O)(=O)=O.CC([O-])=O.[Na+]. Product: [CH2:1]([N:8]1[CH:12]=[C:11]([CH3:13])[C:10]([CH:14]=[O:15])=[N:9]1)[C:2]1[CH:3]=[CH:4][CH:5]=[CH:6][CH:7]=1. The catalyst class is: 4.